This data is from Full USPTO retrosynthesis dataset with 1.9M reactions from patents (1976-2016). The task is: Predict the reactants needed to synthesize the given product. (1) Given the product [CH3:21][C:22]1[C:26]([CH2:27][C:28]([N:30]2[CH2:31][CH2:32][N:33]([CH3:36])[CH2:34][CH2:35]2)=[O:29])=[C:25]([CH3:37])[NH:24][C:23]=1/[CH:38]=[C:14]1\[C:15](=[O:20])[NH:16][C:17]2[C:13]\1=[CH:12][C:11]([S:8]([CH2:7][C:1]1[CH:2]=[CH:3][CH:4]=[CH:5][CH:6]=1)(=[O:10])=[O:9])=[CH:19][CH:18]=2, predict the reactants needed to synthesize it. The reactants are: [C:1]1([CH2:7][S:8]([C:11]2[CH:12]=[C:13]3[C:17](=[CH:18][CH:19]=2)[NH:16][C:15](=[O:20])[CH2:14]3)(=[O:10])=[O:9])[CH:6]=[CH:5][CH:4]=[CH:3][CH:2]=1.[CH3:21][C:22]1[C:26]([CH2:27][C:28]([N:30]2[CH2:35][CH2:34][N:33]([CH3:36])[CH2:32][CH2:31]2)=[O:29])=[C:25]([CH3:37])[NH:24][C:23]=1[CH:38]=O.N1CCCCC1. (2) Given the product [Cl:34][C:28]1[CH:29]=[C:30]([Cl:33])[CH:31]=[CH:32][C:27]=1[C:26]1[N:35]([C:36]2[CH:41]=[CH:40][CH:39]=[CH:38][C:37]=2[Cl:42])[C:6](/[CH:7]=[CH:8]/[C:3]2[O:10][C:9]([C:7]3[CH:6]=[CH:5][N:4]=[C:3]([O:2][CH3:1])[CH:8]=3)=[N:11][N:4]=2)=[N:24][N:25]=1, predict the reactants needed to synthesize it. The reactants are: [CH3:1][O:2][C:3]1[CH:8]=[C:7]([C:9]([NH:11]C(=O)/C=C\C(O)=O)=[O:10])[CH:6]=[CH:5][N:4]=1.O=P(Cl)(Cl)Cl.[NH2:24][NH:25][C:26](=[N:35][C:36]1[CH:41]=[CH:40][CH:39]=[CH:38][C:37]=1[Cl:42])[C:27]1[CH:32]=[CH:31][C:30]([Cl:33])=[CH:29][C:28]=1[Cl:34].C([O-])([O-])=O.[K+].[K+]. (3) Given the product [S:1]1[C:5]2[CH:6]([C:10]([OH:12])=[O:11])[CH2:7][CH2:8][CH2:9][C:4]=2[N:3]=[CH:2]1, predict the reactants needed to synthesize it. The reactants are: [S:1]1[C:5]2[CH:6]([C:10]([O:12]C)=[O:11])[CH2:7][CH2:8][CH2:9][C:4]=2[N:3]=[CH:2]1.O[Li].O.